Dataset: Full USPTO retrosynthesis dataset with 1.9M reactions from patents (1976-2016). Task: Predict the reactants needed to synthesize the given product. (1) Given the product [CH2:1]([O:3][C:4]1[C:27]([O:28][CH3:29])=[CH:26][C:7]2[C:8]([C:17]3[CH:18]=[CH:19][C:20]([C:21]([N:33]([CH:30]([CH3:32])[CH3:31])[C@@H:34]([CH3:46])[CH2:35][O:36][CH2:37][CH2:38][CH2:39][C:40]4[CH:41]=[CH:42][CH:43]=[CH:44][CH:45]=4)=[O:23])=[CH:24][CH:25]=3)=[N:9][C@H:10]3[C@@H:15]([C:6]=2[CH:5]=1)[CH2:14][N:13]([CH3:16])[CH2:12][CH2:11]3)[CH3:2], predict the reactants needed to synthesize it. The reactants are: [CH2:1]([O:3][C:4]1[C:27]([O:28][CH3:29])=[CH:26][C:7]2[C:8]([C:17]3[CH:25]=[CH:24][C:20]([C:21]([OH:23])=O)=[CH:19][CH:18]=3)=[N:9][C@H:10]3[C@@H:15]([C:6]=2[CH:5]=1)[CH2:14][N:13]([CH3:16])[CH2:12][CH2:11]3)[CH3:2].[CH:30]([NH:33][C@@H:34]([CH3:46])[CH2:35][O:36][CH2:37][CH2:38][CH2:39][C:40]1[CH:45]=[CH:44][CH:43]=[CH:42][CH:41]=1)([CH3:32])[CH3:31]. (2) Given the product [Br:1][C:2]1[CH:3]=[CH:4][C:5]([CH2:6][C@H:7]2[C@@H:12]([OH:13])[CH:11]=[CH:10][S:19](=[O:21])(=[O:18])[CH2:8]2)=[CH:14][CH:15]=1, predict the reactants needed to synthesize it. The reactants are: [Br:1][C:2]1[CH:15]=[CH:14][C:5]([CH2:6][C@H:7]2[C@@H:12]([OH:13])[CH:11]=[CH:10]S[CH2:8]2)=[CH:4][CH:3]=1.O.O[O:18][S:19]([O-:21])=O.[K+].CC([O-])=O.[Na+]. (3) Given the product [N+:13]([C:11]1[CH:10]=[CH:9][C:8]2[NH:1][C:2]3[N:6]([N:5]=[C:4]([C:17]4[CH:22]=[CH:21][C:20]([O:23][C:24]5[CH:29]=[CH:28][CH:27]=[CH:26][CH:25]=5)=[CH:19][CH:18]=4)[C:3]=3[C:30]([NH2:32])=[O:31])[C:7]=2[CH:12]=1)([O-:15])=[O:14], predict the reactants needed to synthesize it. The reactants are: [NH2:1][C:2]1[N:6]([C:7]2[CH:12]=[C:11]([N+:13]([O-:15])=[O:14])[CH:10]=[CH:9][C:8]=2Br)[N:5]=[C:4]([C:17]2[CH:22]=[CH:21][C:20]([O:23][C:24]3[CH:29]=[CH:28][CH:27]=[CH:26][CH:25]=3)=[CH:19][CH:18]=2)[C:3]=1[C:30]([NH2:32])=[O:31].CNCCNC.[O-]P([O-])([O-])=O.[K+].[K+].[K+]. (4) Given the product [F:31][C:2]([F:1])([F:30])[C:3]1[N:8]=[C:7]([N:9]2[CH2:10][CH2:11][CH:12]([C:15]([N:17]3[CH2:21][CH2:20][C@H:19]([NH2:22])[CH2:18]3)=[O:16])[CH2:13][CH2:14]2)[CH:6]=[CH:5][CH:4]=1.[ClH:32], predict the reactants needed to synthesize it. The reactants are: [F:1][C:2]([F:31])([F:30])[C:3]1[N:8]=[C:7]([N:9]2[CH2:14][CH2:13][CH:12]([C:15]([N:17]3[CH2:21][CH2:20][C@H:19]([NH:22]C(=O)OC(C)(C)C)[CH2:18]3)=[O:16])[CH2:11][CH2:10]2)[CH:6]=[CH:5][CH:4]=1.[ClH:32]. (5) Given the product [NH2:7][S:8]([CH2:11][CH2:12][CH2:13][C:14]([O:16][CH2:17][C:18]1[CH:23]=[CH:22][CH:21]=[CH:20][CH:19]=1)=[O:15])(=[O:10])=[O:9], predict the reactants needed to synthesize it. The reactants are: C([O-])([O-])=O.[Cs+].[Cs+].[NH2:7][S:8]([CH2:11][CH2:12][CH2:13][C:14]([OH:16])=[O:15])(=[O:10])=[O:9].[CH2:17](Br)[C:18]1[CH:23]=[CH:22][CH:21]=[CH:20][CH:19]=1. (6) Given the product [CH:16]1([CH:8]([C:7]2[CH:6]=[C:5]([CH:10]3[CH2:15][CH2:14][O:13][CH2:12][CH2:11]3)[S:4][C:3]=2[CH2:1][CH3:2])[OH:9])[CH2:21][CH2:20][CH2:19][CH2:18][CH2:17]1, predict the reactants needed to synthesize it. The reactants are: [CH2:1]([C:3]1[S:4][C:5]([CH:10]2[CH2:15][CH2:14][O:13][CH2:12][CH2:11]2)=[CH:6][C:7]=1[CH:8]=[O:9])[CH3:2].[CH:16]1([Mg]Br)[CH2:21][CH2:20][CH2:19][CH2:18][CH2:17]1.O1CCCC1.[Cl-].[NH4+]. (7) Given the product [F:26][C:9]1[CH:8]=[C:7]([C:27]2[CH:28]=[C:29]([NH:36][C:37]3[CH:42]=[CH:41][C:40]([N:43]4[CH2:44][CH2:45][N:46]([CH:49]5[CH2:50][O:51][CH2:52]5)[CH2:47][CH2:48]4)=[CH:39][N:38]=3)[C:30]3[N:31]([N:33]=[CH:34][N:35]=3)[CH:32]=2)[C:6]([CH2:5][OH:4])=[C:11]([N:12]2[CH2:24][CH2:23][N:15]3[C:16]4[CH2:17][CH2:18][CH2:19][CH2:20][C:21]=4[CH:22]=[C:14]3[C:13]2=[O:25])[CH:10]=1, predict the reactants needed to synthesize it. The reactants are: C([O:4][CH2:5][C:6]1[C:11]([N:12]2[CH2:24][CH2:23][N:15]3[C:16]4[CH2:17][CH2:18][CH2:19][CH2:20][C:21]=4[CH:22]=[C:14]3[C:13]2=[O:25])=[CH:10][C:9]([F:26])=[CH:8][C:7]=1[C:27]1[CH:28]=[C:29]([NH:36][C:37]2[CH:42]=[CH:41][C:40]([N:43]3[CH2:48][CH2:47][N:46]([CH:49]4[CH2:52][O:51][CH2:50]4)[CH2:45][CH2:44]3)=[CH:39][N:38]=2)[C:30]2[N:31]([N:33]=[CH:34][N:35]=2)[CH:32]=1)(=O)C.[Li+].[OH-]. (8) Given the product [Cl:3][C:4]1[CH:9]=[CH:8][C:7]([NH:10][C:11]2[CH:17]=[CH:18][CH:19]=[C:14]([F:13])[N:15]=2)=[CH:6][CH:5]=1, predict the reactants needed to synthesize it. The reactants are: [H-].[Na+].[Cl:3][C:4]1[CH:9]=[CH:8][C:7]([NH:10][CH:11]=O)=[CH:6][CH:5]=1.[F:13][C:14]1[CH:19]=[CH:18][CH:17]=C(F)[N:15]=1. (9) The reactants are: C(O)(C(F)(F)F)=O.[CH3:8][C:9]1[CH:18]=[CH:17][C:16]2[C:11](=[CH:12][CH:13]=[CH:14][CH:15]=2)[C:10]=1[CH2:19][N:20]1[C:26](=[O:27])[C@@H:25]([NH:28]C(=O)OC(C)(C)C)[CH2:24][O:23][C:22]2[CH:36]=[CH:37][CH:38]=[CH:39][C:21]1=2. Given the product [NH2:28][C@H:25]1[CH2:24][O:23][C:22]2[CH:36]=[CH:37][CH:38]=[CH:39][C:21]=2[N:20]([CH2:19][C:10]2[C:11]3[C:16](=[CH:15][CH:14]=[CH:13][CH:12]=3)[CH:17]=[CH:18][C:9]=2[CH3:8])[C:26]1=[O:27], predict the reactants needed to synthesize it.